From a dataset of Forward reaction prediction with 1.9M reactions from USPTO patents (1976-2016). Predict the product of the given reaction. Given the reactants [N:1]1([CH2:6][C:7]2[CH:12]=[CH:11][C:10]([CH2:13][CH2:14][NH2:15])=[CH:9][CH:8]=2)[CH2:5][CH2:4][CH2:3][CH2:2]1.[CH2:16]([NH:20][C:21]1[CH:29]=[CH:28][C:24]([C:25](O)=[O:26])=[CH:23][CH:22]=1)[CH2:17][CH2:18][CH3:19], predict the reaction product. The product is: [CH2:16]([NH:20][C:21]1[CH:22]=[CH:23][C:24]([C:25]([NH:15][CH2:14][CH2:13][C:10]2[CH:11]=[CH:12][C:7]([CH2:6][N:1]3[CH2:5][CH2:4][CH2:3][CH2:2]3)=[CH:8][CH:9]=2)=[O:26])=[CH:28][CH:29]=1)[CH2:17][CH2:18][CH3:19].